Dataset: Full USPTO retrosynthesis dataset with 1.9M reactions from patents (1976-2016). Task: Predict the reactants needed to synthesize the given product. Given the product [OH:1][C@H:2]([CH2:8][C:9](=[O:10])[O-:11])[CH2:3][N+:4]([CH3:7])([CH3:5])[CH3:6], predict the reactants needed to synthesize it. The reactants are: [OH:1][C@@H:2]([CH2:8][C:9](=[O:11])[O-:10])[CH2:3][N+:4]([CH3:7])([CH3:6])[CH3:5].C(OC(=O)C)(=O)C.C([O-])(O)=O.[Na+].OC(CC(=O)[O-])C[N+](C)(C)C.